Dataset: Peptide-MHC class I binding affinity with 185,985 pairs from IEDB/IMGT. Task: Regression. Given a peptide amino acid sequence and an MHC pseudo amino acid sequence, predict their binding affinity value. This is MHC class I binding data. (1) The peptide sequence is GSENTKSLY. The MHC is Mamu-A02 with pseudo-sequence Mamu-A02. The binding affinity (normalized) is 0.994. (2) The peptide sequence is CMNFKRRGGI. The MHC is Mamu-A11 with pseudo-sequence Mamu-A11. The binding affinity (normalized) is 0.0563.